This data is from Reaction yield outcomes from USPTO patents with 853,638 reactions. The task is: Predict the reaction yield, written as a fraction of the theoretical maximum amount of product (1.0 means a 100% yield; for example, 0.34 means a 34% yield). The reactants are [CH2:1]1[O:10][C:9]2[CH:8]=[CH:7][C:5]([NH2:6])=[CH:4][C:3]=2[O:2]1.Cl[C:12](OC1C=CC=CC=1)=[O:13].C(N(CC)CC)C.[CH2:28]1[C:36]2[C:31](=[CH:32][CH:33]=[CH:34][CH:35]=2)[CH2:30][NH:29]1. The catalyst is C(Cl)Cl. The product is [CH2:1]1[O:10][C:9]2[CH:8]=[CH:7][C:5]([NH:6][C:12]([N:29]3[CH2:30][C:31]4[C:36](=[CH:35][CH:34]=[CH:33][CH:32]=4)[CH2:28]3)=[O:13])=[CH:4][C:3]=2[O:2]1. The yield is 0.600.